From a dataset of Full USPTO retrosynthesis dataset with 1.9M reactions from patents (1976-2016). Predict the reactants needed to synthesize the given product. (1) Given the product [C:1]12([CH:9]=[O:10])[CH2:8][CH2:7][CH2:6][N:5]1[CH2:4][CH2:3][CH2:2]2, predict the reactants needed to synthesize it. The reactants are: [C:1]12([C:9](OC)=[O:10])[CH2:8][CH2:7][CH2:6][N:5]1[CH2:4][CH2:3][CH2:2]2.[H-].C([Al+]CC(C)C)C(C)C. (2) Given the product [C:1]([O:5][C:6]([NH:8][C@H:9]([CH2:10][OH:11])[CH2:13][CH2:14][NH:15][C:16](=[O:17])[O:18][C:19]([CH3:22])([CH3:21])[CH3:20])=[O:7])([CH3:3])([CH3:4])[CH3:2], predict the reactants needed to synthesize it. The reactants are: [C:1]([O:5][C:6]([NH:8][C@@H:9]([CH2:13][CH2:14][NH:15][C:16]([O:18][C:19]([CH3:22])([CH3:21])[CH3:20])=[O:17])[C:10](O)=[O:11])=[O:7])([CH3:4])([CH3:3])[CH3:2].C1(NC2CCCCC2)CCCCC1.CN1CCOCC1.ClC(OCC)=O.[H-].[Al+3].[Li+].[H-].[H-].[H-]. (3) Given the product [F:1][C:2]1[CH:7]=[CH:6][C:5]([N:8]2[CH:12]=[C:11]([O:13][CH3:14])[C:10]([C:15]([Cl:20])=[O:17])=[N:9]2)=[CH:4][CH:3]=1, predict the reactants needed to synthesize it. The reactants are: [F:1][C:2]1[CH:7]=[CH:6][C:5]([N:8]2[CH:12]=[C:11]([O:13][CH3:14])[C:10]([C:15]([OH:17])=O)=[N:9]2)=[CH:4][CH:3]=1.S(Cl)([Cl:20])=O. (4) Given the product [Br:18][CH2:19][CH:20]=[CH:21][CH2:22][O:17][C:13]1[CH:12]=[C:11]2[C:16](=[CH:15][CH:14]=1)[N:8]([C:5]1[CH:6]=[CH:7][C:2]([F:1])=[CH:3][CH:4]=1)[CH:9]=[CH:10]2, predict the reactants needed to synthesize it. The reactants are: [F:1][C:2]1[CH:7]=[CH:6][C:5]([N:8]2[C:16]3[C:11](=[CH:12][C:13]([OH:17])=[CH:14][CH:15]=3)[CH:10]=[CH:9]2)=[CH:4][CH:3]=1.[Br:18][CH:19]=[CH:20][CH2:21][CH2:22]Br. (5) Given the product [Cl:9][C:10]1[CH:11]=[CH:12][C:13]([OH:19])=[C:14]([C:6]2[CH:5]=[CH:4][N:3]=[C:2]([Cl:1])[N:7]=2)[CH:15]=1, predict the reactants needed to synthesize it. The reactants are: [Cl:1][C:2]1[N:7]=[C:6](Cl)[CH:5]=[CH:4][N:3]=1.[Cl:9][C:10]1[CH:11]=[CH:12][C:13]([OH:19])=[C:14](B(O)O)[CH:15]=1.C(=O)([O-])[O-].[Na+].[Na+].